From a dataset of Full USPTO retrosynthesis dataset with 1.9M reactions from patents (1976-2016). Predict the reactants needed to synthesize the given product. Given the product [CH3:11][CH:10]1[C:3]2[CH:2]=[C:1]([OH:8])[CH:6]=[CH:5][C:4]=2[O:7][CH:9]1[N:12]1[CH2:17][CH2:16][O:15][CH2:14][CH2:13]1, predict the reactants needed to synthesize it. The reactants are: [C:1]1(=[O:8])[CH:6]=[CH:5][C:4](=[O:7])[CH:3]=[CH:2]1.[CH:9]([N:12]1[CH2:17][CH2:16][O:15][CH2:14][CH2:13]1)=[CH:10][CH3:11].